This data is from Choline transporter screen with 302,306 compounds. The task is: Binary Classification. Given a drug SMILES string, predict its activity (active/inactive) in a high-throughput screening assay against a specified biological target. (1) The drug is S=C(N(CC1N(CCC1)CC)Cc1cc2c([nH]c1=O)cc(cc2)C)Nc1cc(OC)ccc1. The result is 0 (inactive). (2) The molecule is Clc1c(NC(=O)N2C(Cc3c(C2)cccc3)C(=O)NC(C)(C)C)cccc1. The result is 0 (inactive).